From a dataset of Merck oncology drug combination screen with 23,052 pairs across 39 cell lines. Regression. Given two drug SMILES strings and cell line genomic features, predict the synergy score measuring deviation from expected non-interaction effect. Drug 1: CS(=O)(=O)CCNCc1ccc(-c2ccc3ncnc(Nc4ccc(OCc5cccc(F)c5)c(Cl)c4)c3c2)o1. Drug 2: Cn1c(=O)n(-c2ccc(C(C)(C)C#N)cc2)c2c3cc(-c4cnc5ccccc5c4)ccc3ncc21. Cell line: SKMES1. Synergy scores: synergy=31.7.